From a dataset of Forward reaction prediction with 1.9M reactions from USPTO patents (1976-2016). Predict the product of the given reaction. Given the reactants [I:1][C:2]1[CH:7]=[CH:6][C:5]([C:8]2[N:12]([C:13]3C=CC=CC=3)[C:11]3[CH:19]=[CH:20][CH:21]=[CH:22][C:10]=3[N:9]=2)=[CH:4][CH:3]=1.C1(C)C(C)=CC=CC=1.C(=O)([O-])[O-].[K+].[K+], predict the reaction product. The product is: [I:1][C:2]1[CH:3]=[CH:4][C:5]([C:8]2[N:12]([CH3:13])[C:11]3[CH:19]=[CH:20][CH:21]=[CH:22][C:10]=3[N:9]=2)=[CH:6][CH:7]=1.